From a dataset of Full USPTO retrosynthesis dataset with 1.9M reactions from patents (1976-2016). Predict the reactants needed to synthesize the given product. (1) Given the product [Cl:1][C:2]1[CH:7]=[CH:6][C:5]([C:8]([N:13]2[C:21]3[C:16](=[C:17]([NH:22][C:23](=[O:29])[O:24][C:25]([CH3:26])([CH3:28])[CH3:27])[CH:18]=[CH:19][CH:20]=3)[CH:15]=[CH:14]2)([CH2:11][CH3:12])[CH2:9][CH3:10])=[CH:4][CH:3]=1, predict the reactants needed to synthesize it. The reactants are: [Cl:1][C:2]1[CH:7]=[CH:6][C:5]([C:8]([N:13]2[C:21]3[C:16](=[C:17]([NH:22][C:23](=[O:29])[O:24][C:25]([CH3:28])([CH3:27])[CH3:26])[CH:18]=[CH:19][CH:20]=3)[CH:15]=[CH:14]2)([CH2:11][CH3:12])[C:9]#[CH:10])=[CH:4][CH:3]=1. (2) Given the product [OH:44][CH2:43][C:40]1([C:37]2[CH:38]=[CH:39][C:34]([C:29]3[N:28]=[C:27]4[CH:26]=[C:25]([CH2:24][CH:23]5[C@H:19]6[O:18][CH2:17][C@@H:16]([OH:15])[C@H:20]6[O:21][CH2:22]5)[NH:33][C:32]4=[CH:31][CH:30]=3)=[CH:35][CH:36]=2)[CH2:41][CH2:42]1, predict the reactants needed to synthesize it. The reactants are: Cl.CCOC(C)=O.[Si]([O:15][C@H:16]1[C@H:20]2[O:21][CH2:22][CH:23]([CH2:24][C:25]3[NH:33][C:32]4[C:27](=[N:28][C:29]([C:34]5[CH:39]=[CH:38][C:37]([C:40]6([CH2:43][OH:44])[CH2:42][CH2:41]6)=[CH:36][CH:35]=5)=[CH:30][CH:31]=4)[CH:26]=3)[C@H:19]2[O:18][CH2:17]1)(C(C)(C)C)(C)C. (3) Given the product [ClH:26].[Br:1][C:2]1[CH:7]=[CH:6][C:5]([NH:8][C:9]([C:11]2[C:12]3[O:31][C:30]([CH3:33])([CH3:32])[CH2:29][C:13]=3[C:14]3[NH:18][C:17]([NH:19][C:20]4[C:21]([Cl:27])=[CH:22][CH:23]=[CH:24][C:25]=4[Cl:26])=[N:16][C:15]=3[CH:28]=2)=[O:10])=[CH:4][CH:3]=1, predict the reactants needed to synthesize it. The reactants are: [Br:1][C:2]1[CH:7]=[CH:6][C:5]([NH:8][C:9]([C:11]2[C:12]3[O:31][C:30]([CH3:33])([CH3:32])[CH2:29][C:13]=3[C:14]3[NH:18][C:17]([NH:19][C:20]4[C:25]([Cl:26])=[CH:24][CH:23]=[CH:22][C:21]=4[Cl:27])=[N:16][C:15]=3[CH:28]=2)=[O:10])=[CH:4][CH:3]=1.Cl. (4) Given the product [C:5]([O:4][C:3]([NH:2][O:1][C:20]([O:10][CH:11]1[CH2:16][CH2:15][N:14]([C:17](=[O:19])[CH3:18])[CH2:13][CH2:12]1)=[O:21])=[O:9])([CH3:8])([CH3:7])[CH3:6], predict the reactants needed to synthesize it. The reactants are: [OH:1][NH:2][C:3](=[O:9])[O:4][C:5]([CH3:8])([CH3:7])[CH3:6].[OH:10][CH:11]1[CH2:16][CH2:15][N:14]([C:17](=[O:19])[CH3:18])[CH2:13][CH2:12]1.[C:20](Cl)(Cl)=[O:21]. (5) Given the product [CH2:27]([O:1][C:2]1[CH:20]=[CH:19][C:5]2[CH:6]3[C:13]4([CH2:14][CH2:15][C:4]=2[CH:3]=1)[CH:9]([CH2:10][N:11]([C:16](=[O:18])[CH3:17])[CH2:12]4)[CH2:8][CH2:7]3)[C:28]1[CH:33]=[CH:32][CH:31]=[CH:30][CH:29]=1, predict the reactants needed to synthesize it. The reactants are: [OH:1][C:2]1[CH:20]=[CH:19][C:5]2[CH:6]3[C:13]4([CH2:14][CH2:15][C:4]=2[CH:3]=1)[CH:9]([CH2:10][N:11]([C:16](=[O:18])[CH3:17])[CH2:12]4)[CH2:8][CH2:7]3.C(=O)([O-])[O-].[K+].[K+].[CH2:27](Cl)[C:28]1[CH:33]=[CH:32][CH:31]=[CH:30][CH:29]=1.[I-].[Na+]. (6) Given the product [Cl:1][C:2]1[CH:7]=[C:6]([Cl:8])[CH:5]=[CH:4][C:3]=1[C:9]1[N:10]=[C:11]([CH2:30][CH3:31])[C:12]([NH:17][C@@H:18]2[C:26]3[C:21](=[CH:22][CH:23]=[CH:24][CH:25]=3)[CH2:20][C@@H:19]2[O:27][CH2:28][CH3:29])=[N:13][C:14]=1[CH3:15], predict the reactants needed to synthesize it. The reactants are: [Cl:1][C:2]1[CH:7]=[C:6]([Cl:8])[CH:5]=[CH:4][C:3]=1[C:9]1[N:10]=[C:11]([CH2:30][CH3:31])[C:12]([NH:17][C@@H:18]2[C:26]3[C:21](=[CH:22][CH:23]=[CH:24][CH:25]=3)[CH2:20][C@@H:19]2[O:27][CH2:28][CH3:29])=[N:13][C:14]=1[CH2:15]C.ClC1C=C(Cl)C=CC=1C1N=C(CC)C(N[C@@H]2C3C(=CC=CC=3)C[C@@H]2O)=NC=1C. (7) Given the product [F:12][C:11]([F:14])([F:13])[C:9]1[N:10]=[C:6]2[CH:5]=[CH:4][CH:3]=[C:2](/[CH:25]=[CH:24]/[C:23]([O:27][CH2:28][CH3:29])=[O:26])[N:7]2[CH:8]=1, predict the reactants needed to synthesize it. The reactants are: Br[C:2]1[N:7]2[CH:8]=[C:9]([C:11]([F:14])([F:13])[F:12])[N:10]=[C:6]2[CH:5]=[CH:4][CH:3]=1.O.O.O.C([O-])(=O)C.[Na+].[C:23]([O:27][CH2:28][CH3:29])(=[O:26])[CH:24]=[CH2:25].O.